From a dataset of NCI-60 drug combinations with 297,098 pairs across 59 cell lines. Regression. Given two drug SMILES strings and cell line genomic features, predict the synergy score measuring deviation from expected non-interaction effect. (1) Drug 1: C1CC(C1)(C(=O)O)C(=O)O.[NH2-].[NH2-].[Pt+2]. Drug 2: C#CCC(CC1=CN=C2C(=N1)C(=NC(=N2)N)N)C3=CC=C(C=C3)C(=O)NC(CCC(=O)O)C(=O)O. Cell line: HT29. Synergy scores: CSS=71.7, Synergy_ZIP=10.8, Synergy_Bliss=6.47, Synergy_Loewe=-5.79, Synergy_HSA=5.82. (2) Drug 1: CNC(=O)C1=CC=CC=C1SC2=CC3=C(C=C2)C(=NN3)C=CC4=CC=CC=N4. Drug 2: CC(CN1CC(=O)NC(=O)C1)N2CC(=O)NC(=O)C2. Cell line: OVCAR3. Synergy scores: CSS=19.8, Synergy_ZIP=0.850, Synergy_Bliss=0.866, Synergy_Loewe=-2.58, Synergy_HSA=-2.39. (3) Drug 1: CC(C1=C(C=CC(=C1Cl)F)Cl)OC2=C(N=CC(=C2)C3=CN(N=C3)C4CCNCC4)N. Drug 2: CC=C1C(=O)NC(C(=O)OC2CC(=O)NC(C(=O)NC(CSSCCC=C2)C(=O)N1)C(C)C)C(C)C. Cell line: HS 578T. Synergy scores: CSS=36.9, Synergy_ZIP=-3.10, Synergy_Bliss=-5.52, Synergy_Loewe=-66.1, Synergy_HSA=-8.77. (4) Synergy scores: CSS=41.0, Synergy_ZIP=1.67, Synergy_Bliss=2.57, Synergy_Loewe=-24.1, Synergy_HSA=2.29. Drug 2: CC=C1C(=O)NC(C(=O)OC2CC(=O)NC(C(=O)NC(CSSCCC=C2)C(=O)N1)C(C)C)C(C)C. Drug 1: CC1=C2C(C(=O)C3(C(CC4C(C3C(C(C2(C)C)(CC1OC(=O)C(C(C5=CC=CC=C5)NC(=O)OC(C)(C)C)O)O)OC(=O)C6=CC=CC=C6)(CO4)OC(=O)C)O)C)O. Cell line: SF-539. (5) Drug 1: COC1=C(C=C2C(=C1)N=CN=C2NC3=CC(=C(C=C3)F)Cl)OCCCN4CCOCC4. Drug 2: CC1=C(C=C(C=C1)NC(=O)C2=CC=C(C=C2)CN3CCN(CC3)C)NC4=NC=CC(=N4)C5=CN=CC=C5. Cell line: MCF7. Synergy scores: CSS=8.32, Synergy_ZIP=0.751, Synergy_Bliss=2.87, Synergy_Loewe=-2.04, Synergy_HSA=-0.123. (6) Drug 1: C1CCN(CC1)CCOC2=CC=C(C=C2)C(=O)C3=C(SC4=C3C=CC(=C4)O)C5=CC=C(C=C5)O. Drug 2: C1=CC(=C2C(=C1NCCNCCO)C(=O)C3=C(C=CC(=C3C2=O)O)O)NCCNCCO. Cell line: U251. Synergy scores: CSS=45.6, Synergy_ZIP=1.88, Synergy_Bliss=1.24, Synergy_Loewe=-3.76, Synergy_HSA=2.62. (7) Drug 1: CN1CCC(CC1)COC2=C(C=C3C(=C2)N=CN=C3NC4=C(C=C(C=C4)Br)F)OC. Cell line: T-47D. Drug 2: CC1=C(C(=CC=C1)Cl)NC(=O)C2=CN=C(S2)NC3=CC(=NC(=N3)C)N4CCN(CC4)CCO. Synergy scores: CSS=17.8, Synergy_ZIP=0.602, Synergy_Bliss=1.96, Synergy_Loewe=3.38, Synergy_HSA=3.65. (8) Drug 1: CN(C)N=NC1=C(NC=N1)C(=O)N. Drug 2: C1=NC2=C(N=C(N=C2N1C3C(C(C(O3)CO)O)F)Cl)N. Cell line: 786-0. Synergy scores: CSS=10.6, Synergy_ZIP=-4.35, Synergy_Bliss=-7.85, Synergy_Loewe=-43.7, Synergy_HSA=-7.98.